This data is from Full USPTO retrosynthesis dataset with 1.9M reactions from patents (1976-2016). The task is: Predict the reactants needed to synthesize the given product. (1) The reactants are: C([O:8][CH:9]([C:38]1[CH:43]=[CH:42][C:41]([F:44])=[CH:40][CH:39]=1)[CH2:10][CH2:11][CH:12]1[CH:15]([C:16]2[CH:21]=[CH:20][C:19]([O:22]CC3C=CC=CC=3)=[CH:18][CH:17]=2)[N:14]([C:30]2[CH:35]=[CH:34][C:33]([F:36])=[CH:32][CH:31]=2)[C:13]1=[O:37])C1C=CC=CC=1. Given the product [F:36][C:33]1[CH:32]=[CH:31][C:30]([N:14]2[CH:15]([C:16]3[CH:17]=[CH:18][C:19]([OH:22])=[CH:20][CH:21]=3)[CH:12]([CH2:11][CH2:10][CH:9]([C:38]3[CH:39]=[CH:40][C:41]([F:44])=[CH:42][CH:43]=3)[OH:8])[C:13]2=[O:37])=[CH:35][CH:34]=1, predict the reactants needed to synthesize it. (2) Given the product [CH3:29][N:10]1[C@H:9]([C:16]([N:56]2[CH2:57][CH2:58][N:53]([C:49]3[CH:50]=[CH:51][CH:52]=[C:47]([CH3:46])[CH:48]=3)[CH2:54][CH2:55]2)=[O:18])[C@@H:8]([C:6]([O:5][C:1]([CH3:2])([CH3:3])[CH3:4])=[O:7])[CH2:15][C:12]2([CH2:13][CH2:14]2)[CH2:11]1, predict the reactants needed to synthesize it. The reactants are: [C:1]([O:5][C:6]([C@H:8]1[CH2:15][C:12]2([CH2:14][CH2:13]2)[CH2:11][NH:10][C@@H:9]1[C:16]([OH:18])=O)=[O:7])([CH3:4])([CH3:3])[CH3:2].F[P-](F)(F)(F)(F)F.N1(O[P+](N(C)C)(N(C)C)N(C)C)C2C=CC=C[C:29]=2N=N1.[CH3:46][C:47]1[CH:48]=[C:49]([N:53]2[CH2:58][CH2:57][NH:56][CH2:55][CH2:54]2)[CH:50]=[CH:51][CH:52]=1.C(N(C(C)C)CC)(C)C.C=O.[BH-](OC(C)=O)(OC(C)=O)OC(C)=O.[Na+]. (3) Given the product [CH:17]1([N:14]2[CH2:15][CH2:16][C:10]3[S:9][C:8]([C:5]4[CH:6]=[CH:7][C:2]([N:22]5[CH2:26][CH2:25][CH2:24][C:23]5=[O:27])=[CH:3][CH:4]=4)=[N:21][C:11]=3[CH2:12][CH2:13]2)[CH2:20][CH2:19][CH2:18]1, predict the reactants needed to synthesize it. The reactants are: Br[C:2]1[CH:7]=[CH:6][C:5]([C:8]2[S:9][C:10]3[CH2:16][CH2:15][N:14]([CH:17]4[CH2:20][CH2:19][CH2:18]4)[CH2:13][CH2:12][C:11]=3[N:21]=2)=[CH:4][CH:3]=1.[NH:22]1[CH2:26][CH2:25][CH2:24][C:23]1=[O:27].C(=O)([O-])[O-].[Cs+].[Cs+].C1(P(C2C=CC=CC=2)C2C3OC4C(=CC=CC=4P(C4C=CC=CC=4)C4C=CC=CC=4)C(C)(C)C=3C=CC=2)C=CC=CC=1. (4) Given the product [Cl:1][C:2]1[CH:7]=[C:6]([Cl:8])[CH:5]=[CH:4][C:3]=1[C:9]1[N:10]=[C:11]([CH:18]=[C:19]2[C:20]3[CH:21]=[CH:22][CH:23]=[CH:24][C:25]=3[C:26]3[C:31]2=[CH:30][CH:29]=[CH:28][CH:27]=3)[N:12]([CH2:14][C:15]([NH:39][CH2:38][CH2:37][C:36]2[CH:40]=[CH:41][CH:42]=[C:34]([O:33][CH3:32])[CH:35]=2)=[O:16])[CH:13]=1, predict the reactants needed to synthesize it. The reactants are: [Cl:1][C:2]1[CH:7]=[C:6]([Cl:8])[CH:5]=[CH:4][C:3]=1[C:9]1[N:10]=[C:11]([CH:18]=[C:19]2[C:31]3[CH:30]=[CH:29][CH:28]=[CH:27][C:26]=3[C:25]3[C:20]2=[CH:21][CH:22]=[CH:23][CH:24]=3)[N:12]([CH2:14][C:15](O)=[O:16])[CH:13]=1.[CH3:32][O:33][C:34]1[CH:35]=[C:36]([CH:40]=[CH:41][CH:42]=1)[CH2:37][CH2:38][NH2:39]. (5) The reactants are: [C:1]([C:3]1[CH:8]=[CH:7][C:6]([CH2:9][CH2:10][C:11]([O:13][CH3:14])=[O:12])=[CH:5][CH:4]=1)#[CH:2].I[C:16]1[CH:21]=[CH:20][CH:19]=[C:18]([C:22]([F:25])([F:24])[F:23])[CH:17]=1. Given the product [F:23][C:22]([F:25])([F:24])[C:18]1[CH:17]=[C:16]([C:2]#[C:1][C:3]2[CH:8]=[CH:7][C:6]([CH2:9][CH2:10][C:11]([O:13][CH3:14])=[O:12])=[CH:5][CH:4]=2)[CH:21]=[CH:20][CH:19]=1, predict the reactants needed to synthesize it. (6) The reactants are: [CH2:1]([S:5][C:6]1[CH:11]=[CH:10][N:9]=[CH:8][C:7]=1[N+:12]([O-])=O)[CH:2]([CH3:4])[CH3:3].Cl[Sn]Cl. Given the product [CH2:1]([S:5][C:6]1[CH:11]=[CH:10][N:9]=[CH:8][C:7]=1[NH2:12])[CH:2]([CH3:4])[CH3:3], predict the reactants needed to synthesize it. (7) Given the product [NH2:14][C:9]1[CH:8]=[C:7]([NH:6][C:4](=[O:5])[C:3]2[CH:17]=[CH:18][C:19]([F:21])=[CH:20][C:2]=2[Cl:1])[CH:12]=[CH:11][C:10]=1[F:13], predict the reactants needed to synthesize it. The reactants are: [Cl:1][C:2]1[CH:20]=[C:19]([F:21])[CH:18]=[CH:17][C:3]=1[C:4]([NH:6][C:7]1[CH:12]=[CH:11][C:10]([F:13])=[C:9]([N+:14]([O-])=O)[CH:8]=1)=[O:5].Cl.[OH-].[Na+]. (8) Given the product [O:1]1[CH2:6][CH2:5][CH2:4][O:3][CH:2]1[C:7]1[CH:8]=[C:9]2[C:14](=[CH:15][CH:16]=1)[NH:13][CH2:12][CH2:11][CH2:10]2, predict the reactants needed to synthesize it. The reactants are: [O:1]1[CH2:6][CH2:5][CH2:4][O:3][CH:2]1[C:7]1[CH:8]=[C:9]2[C:14](=[CH:15][CH:16]=1)[NH:13][C:12](=O)[CH2:11][CH2:10]2.[H-].[Al+3].[Li+].[H-].[H-].[H-]. (9) Given the product [CH2:1]([O:4][N:5]1[C:11](=[O:12])[N:10]2[CH2:13][CH:6]1[C:7]([CH2:23][O:24][CH3:25])=[CH:8][C@H:9]2[CH2:14][OH:15])[CH:2]=[CH2:3], predict the reactants needed to synthesize it. The reactants are: [CH2:1]([O:4][N:5]1[C:11](=[O:12])[N:10]2[CH2:13][CH:6]1[C:7]([CH2:23][O:24][CH3:25])=[CH:8][C@H:9]2[CH2:14][O:15][Si](C(C)(C)C)(C)C)[CH:2]=[CH2:3].CCCC[N+](CCCC)(CCCC)CCCC.[F-].